This data is from Reaction yield outcomes from USPTO patents with 853,638 reactions. The task is: Predict the reaction yield, written as a fraction of the theoretical maximum amount of product (1.0 means a 100% yield; for example, 0.34 means a 34% yield). (1) The reactants are Cl.[CH3:2][O:3][C:4](=[O:13])[CH2:5][CH2:6][CH2:7][CH2:8][CH2:9][CH2:10][CH2:11][NH2:12].C(N(CC)CC)C.[C:21]([N:29]=[C:30]=[O:31])(=[O:28])[C:22]1[CH:27]=[CH:26][CH:25]=[CH:24][CH:23]=1. The catalyst is CN(C1C=CN=CC=1)C.C(Cl)Cl. The product is [CH3:2][O:3][C:4](=[O:13])[CH2:5][CH2:6][CH2:7][CH2:8][CH2:9][CH2:10][CH2:11][NH:12][C:30]([NH:29][C:21](=[O:28])[C:22]1[CH:23]=[CH:24][CH:25]=[CH:26][CH:27]=1)=[O:31]. The yield is 1.06. (2) The yield is 0.347. The reactants are Cl[C:2]1[S:6][N:5]=[C:4]([C:7]2[CH:12]=[CH:11][C:10]([Cl:13])=[CH:9][CH:8]=2)[N:3]=1.FC(F)(F)C(O)=O.[O:21]1[C:25]2[CH:26]=[CH:27][CH:28]=[CH:29][C:24]=2[C:23]([NH:30][C:31]([N:33]2[CH2:38][CH2:37][NH:36][CH2:35][CH2:34]2)=[O:32])=[N:22]1.C(N(CC)CC)C.O. The product is [O:21]1[C:25]2[CH:26]=[CH:27][CH:28]=[CH:29][C:24]=2[C:23]([NH:30][C:31]([N:33]2[CH2:38][CH2:37][N:36]([C:2]3[S:6][N:5]=[C:4]([C:7]4[CH:12]=[CH:11][C:10]([Cl:13])=[CH:9][CH:8]=4)[N:3]=3)[CH2:35][CH2:34]2)=[O:32])=[N:22]1. The catalyst is CN(C)C=O.